The task is: Predict the product of the given reaction.. This data is from Forward reaction prediction with 1.9M reactions from USPTO patents (1976-2016). (1) The product is: [C:1]([O:5][C:6]([N:8]1[CH2:9][C@@H:10]([CH2:15][N:16]([C:20](=[O:35])[C:21]2[CH:26]=[CH:25][C:24]([CH2:27][CH3:28])=[C:23]([O:29][CH2:30][CH2:31][CH2:32][O:33][CH3:34])[CH:22]=2)[CH:17]([CH3:18])[CH3:19])[C@H:11]([CH2:13][NH:39][CH:36]2[CH2:38][CH2:37]2)[CH2:12]1)=[O:7])([CH3:3])([CH3:2])[CH3:4]. Given the reactants [C:1]([O:5][C:6]([N:8]1[CH2:12][C@@H:11]([CH:13]=O)[C@H:10]([CH2:15][N:16]([C:20](=[O:35])[C:21]2[CH:26]=[CH:25][C:24]([CH2:27][CH3:28])=[C:23]([O:29][CH2:30][CH2:31][CH2:32][O:33][CH3:34])[CH:22]=2)[CH:17]([CH3:19])[CH3:18])[CH2:9]1)=[O:7])([CH3:4])([CH3:3])[CH3:2].[CH:36]1([NH2:39])[CH2:38][CH2:37]1.[BH-](OC(C)=O)(OC(C)=O)OC(C)=O.[Na+].C([O-])(O)=O.[Na+], predict the reaction product. (2) Given the reactants C(OC(=O)[NH:7][CH2:8][CH2:9][C:10](=[O:33])[NH:11][C:12]1[CH:13]=[C:14]2[C:19](=[CH:20][CH:21]=1)[N:18]=[CH:17][N:16]=[C:15]2[NH:22][C:23]1[CH:24]=[C:25]2[C:29](=[CH:30][CH:31]=1)[NH:28][C:27]([CH3:32])=[CH:26]2)(C)(C)C.FC(F)(F)C(O)=O, predict the reaction product. The product is: [NH2:7][CH2:8][CH2:9][C:10]([NH:11][C:12]1[CH:13]=[C:14]2[C:19](=[CH:20][CH:21]=1)[N:18]=[CH:17][N:16]=[C:15]2[NH:22][C:23]1[CH:24]=[C:25]2[C:29](=[CH:30][CH:31]=1)[NH:28][C:27]([CH3:32])=[CH:26]2)=[O:33]. (3) Given the reactants [F:1][C:2]1[CH:3]=[C:4]([C:8]2[C:17]([CH:18]=[O:19])=[CH:16][C:15]3[C:10](=[C:11]([O:20][CH3:21])[CH:12]=[CH:13][CH:14]=3)[N:9]=2)[CH:5]=[CH:6][CH:7]=1.O1CCCC1.[BH4-].[Na+], predict the reaction product. The product is: [F:1][C:2]1[CH:3]=[C:4]([C:8]2[C:17]([CH2:18][OH:19])=[CH:16][C:15]3[C:10](=[C:11]([O:20][CH3:21])[CH:12]=[CH:13][CH:14]=3)[N:9]=2)[CH:5]=[CH:6][CH:7]=1. (4) Given the reactants [Cl:1][C:2]1[CH:7]=[CH:6][C:5]([C@@:8]2([C:26]#[N:27])[C@H:12]([CH2:13][C:14]([CH3:17])([CH3:16])[CH3:15])[CH2:11][NH:10][C@@H:9]2[C:18]2[CH:23]=[CH:22][CH:21]=[C:20]([Cl:24])[C:19]=2[Cl:25])=[C:4]([F:28])[CH:3]=1.[CH3:29][O:30][C:31](=[O:41])[C:32]1[CH:37]=[CH:36][C:35]([N:38]=[C:39]=[O:40])=[CH:34][CH:33]=1, predict the reaction product. The product is: [CH3:29][O:30][C:31](=[O:41])[C:32]1[CH:33]=[CH:34][C:35]([NH:38][C:39]([N:10]2[CH2:11][C@@H:12]([CH2:13][C:14]([CH3:17])([CH3:16])[CH3:15])[C@@:8]([C:5]3[CH:6]=[CH:7][C:2]([Cl:1])=[CH:3][C:4]=3[F:28])([C:26]#[N:27])[C@H:9]2[C:18]2[CH:23]=[CH:22][CH:21]=[C:20]([Cl:24])[C:19]=2[Cl:25])=[O:40])=[CH:36][CH:37]=1. (5) Given the reactants [CH:1]([N:14]1[CH2:19][CH2:18][NH:17][CH2:16][CH2:15]1)([C:8]1[CH:13]=[CH:12][CH:11]=[CH:10][CH:9]=1)[C:2]1[CH:7]=[CH:6][CH:5]=[CH:4][CH:3]=1.C1(C)C=CC=CC=1.Cl[CH2:28][CH:29]=[CH:30][CH2:31][OH:32].C(N(C(C)C)CC)(C)C, predict the reaction product. The product is: [CH:1]([N:14]1[CH2:19][CH2:18][N:17]([CH2:28]/[CH:29]=[CH:30]\[CH2:31][OH:32])[CH2:16][CH2:15]1)([C:8]1[CH:13]=[CH:12][CH:11]=[CH:10][CH:9]=1)[C:2]1[CH:7]=[CH:6][CH:5]=[CH:4][CH:3]=1. (6) Given the reactants [C:1]1([CH2:7][N:8]2[CH:12]=[CH:11][N:10]=[C:9]2[CH:13]([CH:15]2[CH2:20][CH2:19][NH:18][CH2:17][CH2:16]2)O)[CH:6]=[CH:5][CH:4]=[CH:3][CH:2]=1.[OH-].[Na+], predict the reaction product. The product is: [NH:18]1[CH2:19][CH2:20][CH:15]([CH:13]2[C:2]3[CH:3]=[CH:4][CH:5]=[CH:6][C:1]=3[CH2:7][N:8]3[CH:12]=[CH:11][N:10]=[C:9]23)[CH2:16][CH2:17]1. (7) Given the reactants [CH3:1][O:2][C:3](=[O:24])[C:4]1[CH:9]=[C:8]([N:10]2[CH:14]=[C:13]([C:15]#[N:16])[N:12]=[CH:11]2)[C:7]([C:17]([F:20])([F:19])[F:18])=[CH:6][C:5]=1[N+:21]([O-])=O, predict the reaction product. The product is: [CH3:1][O:2][C:3](=[O:24])[C:4]1[CH:9]=[C:8]([N:10]2[CH:14]=[C:13]([C:15]#[N:16])[N:12]=[CH:11]2)[C:7]([C:17]([F:18])([F:19])[F:20])=[CH:6][C:5]=1[NH2:21].